Dataset: Forward reaction prediction with 1.9M reactions from USPTO patents (1976-2016). Task: Predict the product of the given reaction. Given the reactants [CH:1]([N:4]1[CH2:9][CH2:8][CH:7]([S:10]([C:12]2[CH:13]=[CH:14][C:15]3[O:21][CH2:20][CH2:19][N:18]4[CH:22]=[C:23]([C:25]5[CH:30]=[C:29]([CH3:31])[CH:28]=[CH:27][N:26]=5)[N:24]=[C:17]4[C:16]=3[CH:32]=2)=[O:11])[CH2:6][CH2:5]1)([CH3:3])[CH3:2].C(O)(C(F)(F)F)=[O:34].C1C=C(Cl)C=C(C(OO)=O)C=1, predict the reaction product. The product is: [CH:1]([N:4]1[CH2:5][CH2:6][CH:7]([S:10]([C:12]2[CH:13]=[CH:14][C:15]3[O:21][CH2:20][CH2:19][N:18]4[CH:22]=[C:23]([C:25]5[CH:30]=[C:29]([CH3:31])[CH:28]=[CH:27][N:26]=5)[N:24]=[C:17]4[C:16]=3[CH:32]=2)(=[O:34])=[O:11])[CH2:8][CH2:9]1)([CH3:3])[CH3:2].